From a dataset of Reaction yield outcomes from USPTO patents with 853,638 reactions. Predict the reaction yield, written as a fraction of the theoretical maximum amount of product (1.0 means a 100% yield; for example, 0.34 means a 34% yield). (1) The reactants are [CH2:1]([O:4][N:5]([C@H:18]1[CH2:23][N:22](C(OC(C)(C)C)=O)[C@H:21]([C:31](=[O:33])[NH2:32])[CH:20]=[C:19]1[CH3:34])[S:6]([C:9]1[CH:14]=[CH:13][CH:12]=[CH:11][C:10]=1[N+:15]([O-:17])=[O:16])(=[O:8])=[O:7])[CH:2]=[CH2:3]. The catalyst is C(Cl)Cl.[Br-].[Zn+2].[Br-]. The product is [CH2:1]([O:4][N:5]([C@H:18]1[CH2:23][NH:22][C@H:21]([C:31]([NH2:32])=[O:33])[CH:20]=[C:19]1[CH3:34])[S:6]([C:9]1[CH:14]=[CH:13][CH:12]=[CH:11][C:10]=1[N+:15]([O-:17])=[O:16])(=[O:8])=[O:7])[CH:2]=[CH2:3]. The yield is 0.840. (2) The reactants are [NH2:1][C:2]([C:7]1[CH:16]=[CH:15][C:14]2[C:9](=[CH:10][CH:11]=[C:12]([O:17][C:18]3[CH:23]=[CH:22][C:21]([O:24][C:25]4C=[CH:29][CH:28]=[CH:27][CH:26]=4)=[CH:20][CH:19]=3)[CH:13]=2)[CH:8]=1)([CH2:5][OH:6])[CH2:3][OH:4].CC1(C)OCC(C2C=CC3C(=CC=C(OC4C=CC(OCCCCC)=CC=4)C=3)C=2)(N)CO1. No catalyst specified. The product is [NH2:1][C:2]([C:7]1[CH:16]=[CH:15][C:14]2[C:9](=[CH:10][CH:11]=[C:12]([O:17][C:18]3[CH:23]=[CH:22][C:21]([O:24][CH2:25][CH2:26][CH2:27][CH2:28][CH3:29])=[CH:20][CH:19]=3)[CH:13]=2)[CH:8]=1)([CH2:3][OH:4])[CH2:5][OH:6]. The yield is 0.550. (3) The reactants are [Si]([O:8][CH2:9][CH2:10][CH2:11][C:12]1([CH3:27])[C:21](=[N+:22]=[N-:23])[C:20](=[O:24])[C:19]2[C:14](=[CH:15][CH:16]=[C:17]([O:25][CH3:26])[CH:18]=2)[O:13]1)(C(C)(C)C)(C)C.C1COCC1.CCCC[N+](CCCC)(CCCC)CCCC.[F-].CCOC(C)=O. The catalyst is O. The product is [N+:22](=[C:21]1[C:20](=[O:24])[C:19]2[C:14](=[CH:15][CH:16]=[C:17]([O:25][CH3:26])[CH:18]=2)[O:13][C:12]1([CH2:11][CH2:10][CH2:9][OH:8])[CH3:27])=[N-:23]. The yield is 0.610.